This data is from NCI-60 drug combinations with 297,098 pairs across 59 cell lines. The task is: Regression. Given two drug SMILES strings and cell line genomic features, predict the synergy score measuring deviation from expected non-interaction effect. (1) Cell line: NCI-H460. Drug 2: CC1=C2C(C(=O)C3(C(CC4C(C3C(C(C2(C)C)(CC1OC(=O)C(C(C5=CC=CC=C5)NC(=O)C6=CC=CC=C6)O)O)OC(=O)C7=CC=CC=C7)(CO4)OC(=O)C)O)C)OC(=O)C. Drug 1: CC1=C(C=C(C=C1)C(=O)NC2=CC(=CC(=C2)C(F)(F)F)N3C=C(N=C3)C)NC4=NC=CC(=N4)C5=CN=CC=C5. Synergy scores: CSS=7.94, Synergy_ZIP=-0.933, Synergy_Bliss=0.768, Synergy_Loewe=-8.87, Synergy_HSA=-3.63. (2) Drug 1: CCCCCOC(=O)NC1=NC(=O)N(C=C1F)C2C(C(C(O2)C)O)O. Drug 2: B(C(CC(C)C)NC(=O)C(CC1=CC=CC=C1)NC(=O)C2=NC=CN=C2)(O)O. Cell line: CCRF-CEM. Synergy scores: CSS=16.2, Synergy_ZIP=-0.814, Synergy_Bliss=0.0326, Synergy_Loewe=-63.2, Synergy_HSA=0.329. (3) Drug 1: CCC1=CC2CC(C3=C(CN(C2)C1)C4=CC=CC=C4N3)(C5=C(C=C6C(=C5)C78CCN9C7C(C=CC9)(C(C(C8N6C)(C(=O)OC)O)OC(=O)C)CC)OC)C(=O)OC.C(C(C(=O)O)O)(C(=O)O)O. Drug 2: C1C(C(OC1N2C=NC3=C(N=C(N=C32)Cl)N)CO)O. Cell line: HL-60(TB). Synergy scores: CSS=67.6, Synergy_ZIP=2.02, Synergy_Bliss=4.07, Synergy_Loewe=1.72, Synergy_HSA=4.15. (4) Drug 1: CC1=CC=C(C=C1)C2=CC(=NN2C3=CC=C(C=C3)S(=O)(=O)N)C(F)(F)F. Drug 2: C1C(C(OC1N2C=NC3=C2NC=NCC3O)CO)O. Cell line: RXF 393. Synergy scores: CSS=-4.93, Synergy_ZIP=0.991, Synergy_Bliss=-2.03, Synergy_Loewe=-4.48, Synergy_HSA=-4.59. (5) Drug 1: C1CCN(CC1)CCOC2=CC=C(C=C2)C(=O)C3=C(SC4=C3C=CC(=C4)O)C5=CC=C(C=C5)O. Synergy scores: CSS=12.9, Synergy_ZIP=2.22, Synergy_Bliss=3.85, Synergy_Loewe=-2.23, Synergy_HSA=0.948. Cell line: OVCAR3. Drug 2: C1=NC(=NC(=O)N1C2C(C(C(O2)CO)O)O)N. (6) Drug 1: CN(C)N=NC1=C(NC=N1)C(=O)N. Drug 2: CCCCCOC(=O)NC1=NC(=O)N(C=C1F)C2C(C(C(O2)C)O)O. Cell line: NCI-H460. Synergy scores: CSS=21.1, Synergy_ZIP=-5.91, Synergy_Bliss=-1.10, Synergy_Loewe=-1.81, Synergy_HSA=-1.05. (7) Drug 1: CC1=CC=C(C=C1)C2=CC(=NN2C3=CC=C(C=C3)S(=O)(=O)N)C(F)(F)F. Drug 2: CS(=O)(=O)OCCCCOS(=O)(=O)C. Cell line: SF-295. Synergy scores: CSS=-3.16, Synergy_ZIP=-1.23, Synergy_Bliss=-3.91, Synergy_Loewe=-1.41, Synergy_HSA=-4.20.